From a dataset of CYP2C19 inhibition data for predicting drug metabolism from PubChem BioAssay. Regression/Classification. Given a drug SMILES string, predict its absorption, distribution, metabolism, or excretion properties. Task type varies by dataset: regression for continuous measurements (e.g., permeability, clearance, half-life) or binary classification for categorical outcomes (e.g., BBB penetration, CYP inhibition). Dataset: cyp2c19_veith. (1) The drug is COC(=O)c1ccccc1NC(=O)CSc1nnc(C(CO)NC(=O)c2ccccc2Cl)n1C. The result is 0 (non-inhibitor). (2) The compound is COC(=O)N1CCC2(CCCN(C(=O)Nc3ccc(OC)cc3)C2)CC1. The result is 0 (non-inhibitor).